From a dataset of hERG potassium channel inhibition data for cardiac toxicity prediction from Karim et al.. Regression/Classification. Given a drug SMILES string, predict its toxicity properties. Task type varies by dataset: regression for continuous values (e.g., LD50, hERG inhibition percentage) or binary classification for toxic/non-toxic outcomes (e.g., AMES mutagenicity, cardiotoxicity, hepatotoxicity). Dataset: herg_karim. (1) The molecule is CS(=O)(=O)c1cccc(C(=O)N2CCN(c3ccc(OCCCN4CCCCC4)cc3)C(=O)C2)c1. The result is 0 (non-blocker). (2) The compound is CCOC(=O)C1=C(CN2CCOC[C@@H]2C(=O)O)NC(c2nccs2)=N[C@H]1c1ccc(Cl)cc1Cl. The result is 0 (non-blocker).